This data is from Full USPTO retrosynthesis dataset with 1.9M reactions from patents (1976-2016). The task is: Predict the reactants needed to synthesize the given product. (1) Given the product [CH2:1]([O:3][C:4](=[O:29])[CH:5]([CH2:11][C:12]1[C:13]([C:24]([O:26][CH2:27][CH3:28])=[O:25])=[CH:14][N:15]2[C:20]=1[C:19]([NH:43][C:40]1[CH:39]=[CH:38][C:37]([O:30][C:31]3[CH:36]=[CH:35][CH:34]=[CH:33][CH:32]=3)=[CH:42][CH:41]=1)=[C:18]([C:22]#[N:23])[CH:17]=[N:16]2)[C:6]([O:8][CH2:9][CH3:10])=[O:7])[CH3:2], predict the reactants needed to synthesize it. The reactants are: [CH2:1]([O:3][C:4](=[O:29])[CH:5]([CH2:11][C:12]1[C:13]([C:24]([O:26][CH2:27][CH3:28])=[O:25])=[CH:14][N:15]2[C:20]=1[C:19](Cl)=[C:18]([C:22]#[N:23])[CH:17]=[N:16]2)[C:6]([O:8][CH2:9][CH3:10])=[O:7])[CH3:2].[O:30]([C:37]1[CH:42]=[CH:41][C:40]([NH2:43])=[CH:39][CH:38]=1)[C:31]1[CH:36]=[CH:35][CH:34]=[CH:33][CH:32]=1. (2) Given the product [CH3:1][C:2]1[N:7]=[C:6]([C:8]([N:54]2[C@H:53]([CH2:52][CH2:51][O:50][C:46]3[CH:45]=[N:44][CH:49]=[CH:48][CH:47]=3)[CH2:59][C@@H:58]3[C@@H:56]([CH2:57]3)[CH2:55]2)=[O:10])[C:5]([C:11]2[N:16]=[CH:15][CH:14]=[CH:13][N:12]=2)=[CH:4][CH:3]=1, predict the reactants needed to synthesize it. The reactants are: [CH3:1][C:2]1[N:7]=[C:6]([C:8]([OH:10])=O)[C:5]([C:11]2[N:16]=[CH:15][CH:14]=[CH:13][N:12]=2)=[CH:4][CH:3]=1.FC1C(O)=C(F)C(F)=C(F)C=1F.C1CCC(N=C=NC2CCCCC2)CC1.[N:44]1[CH:49]=[CH:48][CH:47]=[C:46]([O:50][CH2:51][CH2:52][C@@H:53]2[CH2:59][C@@H:58]3[C@@H:56]([CH2:57]3)[CH2:55][NH:54]2)[CH:45]=1. (3) Given the product [C:25]([O:24][C:22]([N:18]1[CH2:19][CH2:20][CH2:21][CH:17]1[C:15]1[NH:14][C:13]2[CH:29]=[C:9]([C:32]3[CH:33]=[C:34]4[C:39](=[CH:40][CH:41]=3)[CH:38]=[C:37]([C:9]3[CH:10]=[CH:11][C:12]5[NH:16][C:15]([CH:17]6[CH2:21][CH2:20][CH2:19][N:18]6[C:43]([O:46][C:25]([CH3:26])([CH3:27])[CH3:28])=[O:44])=[N:14][C:13]=5[CH:29]=3)[CH:36]=[CH:35]4)[CH:10]=[CH:11][C:12]=2[N:16]=1)=[O:23])([CH3:26])([CH3:27])[CH3:28], predict the reactants needed to synthesize it. The reactants are: CC1(C)C(C)(C)OB([C:9]2[CH:10]=[CH:11][C:12]3[N:16]=[C:15]([C@@H:17]4[CH2:21][CH2:20][CH2:19][N:18]4[C:22]([O:24][C:25]([CH3:28])([CH3:27])[CH3:26])=[O:23])[NH:14][C:13]=3[CH:29]=2)O1.Br[C:32]1[CH:41]=[CH:40][C:39]2[C:34](=[CH:35][CH:36]=[C:37](Br)[CH:38]=2)[CH:33]=1.[C:43]([O-:46])(O)=[O:44].[Na+]. (4) Given the product [Br:1][C:2]1[C:8]([C:9]([F:12])([F:11])[F:10])=[CH:7][C:5]2[NH:6][CH2:15][CH2:14][O:13][C:4]=2[CH:3]=1, predict the reactants needed to synthesize it. The reactants are: [Br:1][C:2]1[C:8]([C:9]([F:12])([F:11])[F:10])=[CH:7][C:5]([NH2:6])=[C:4]([O:13][CH2:14][CH2:15]Cl)[CH:3]=1.[I-].[K+].C(=O)([O-])[O-].[K+].[K+].O. (5) Given the product [Cl:32][C:29]1[CH:30]=[CH:31][C:26]([CH2:25][CH:10]2[C:9]3[C:14](=[CH:15][CH:16]=[C:7]([C:35]#[N:36])[CH:8]=3)[CH2:13][CH2:12][CH:11]2[NH:17][C:18](=[O:19])[O:20][C:21]([CH3:23])([CH3:22])[CH3:24])=[CH:27][CH:28]=1, predict the reactants needed to synthesize it. The reactants are: FC(F)(F)S(O[C:7]1[CH:16]=[CH:15][C:14]2[CH2:13][CH2:12][CH:11]([NH:17][C:18]([O:20][C:21]([CH3:24])([CH3:23])[CH3:22])=[O:19])[CH:10]([CH2:25][C:26]3[CH:31]=[CH:30][C:29]([Cl:32])=[CH:28][CH:27]=3)[C:9]=2[CH:8]=1)(=O)=O.[CH3:35][N:36](C)C=O.